This data is from Reaction yield outcomes from USPTO patents with 853,638 reactions. The task is: Predict the reaction yield, written as a fraction of the theoretical maximum amount of product (1.0 means a 100% yield; for example, 0.34 means a 34% yield). The reactants are [C:9](O[C:9]([O:11][C:12]([CH3:15])([CH3:14])[CH3:13])=[O:10])([O:11][C:12]([CH3:15])([CH3:14])[CH3:13])=[O:10].[NH2:16][C:17]1[C:25]2[C:24]([C:26]#[N:27])=[CH:23][CH:22]=[CH:21][C:20]=2[NH:19][N:18]=1.C(N(CC)CC)C. The catalyst is ClCCl.CN(C)C1C=CN=CC=1.C(#N)C. The product is [NH2:16][C:17]1[C:25]2[C:20](=[CH:21][CH:22]=[CH:23][C:24]=2[C:26]#[N:27])[N:19]([C:9]([O:11][C:12]([CH3:13])([CH3:14])[CH3:15])=[O:10])[N:18]=1. The yield is 0.560.